From a dataset of Forward reaction prediction with 1.9M reactions from USPTO patents (1976-2016). Predict the product of the given reaction. Given the reactants [NH2:1][C:2]1[CH:3]=[C:4]([C:12]([O:14][CH3:15])=[O:13])[CH:5]=[C:6]([CH:11]=1)[C:7]([O:9][CH3:10])=[O:8].[CH2:16]([N:34]=[C:35]=[O:36])[CH2:17][CH2:18][CH2:19][CH2:20][CH2:21][CH2:22][CH2:23][CH2:24][CH2:25][CH2:26][CH2:27][CH2:28][CH2:29][CH2:30][CH2:31][CH2:32][CH3:33], predict the reaction product. The product is: [CH2:16]([NH:34][C:35](=[O:36])[NH:1][C:2]1[CH:11]=[C:6]([C:7]([O:9][CH3:10])=[O:8])[CH:5]=[C:4]([CH:3]=1)[C:12]([O:14][CH3:15])=[O:13])[CH2:17][CH2:18][CH2:19][CH2:20][CH2:21][CH2:22][CH2:23][CH2:24][CH2:25][CH2:26][CH2:27][CH2:28][CH2:29][CH2:30][CH2:31][CH2:32][CH3:33].